This data is from Peptide-MHC class I binding affinity with 185,985 pairs from IEDB/IMGT. The task is: Regression. Given a peptide amino acid sequence and an MHC pseudo amino acid sequence, predict their binding affinity value. This is MHC class I binding data. The peptide sequence is QAKWRLQTL. The MHC is HLA-B44:02 with pseudo-sequence HLA-B44:02. The binding affinity (normalized) is 0.